Task: Predict the reactants needed to synthesize the given product.. Dataset: Full USPTO retrosynthesis dataset with 1.9M reactions from patents (1976-2016) The reactants are: [CH3:1][C:2]1[O:6][N:5]=[C:4]([C:7]2[CH:12]=[CH:11][CH:10]=[CH:9][CH:8]=2)[C:3]=1[C:13]([NH:15][NH2:16])=[O:14].[CH:17]1([C:23](O)=O)[CH2:22][CH2:21][CH2:20][CH2:19][CH2:18]1. Given the product [CH:17]1([C:23]2[O:14][C:13]([C:3]3[C:4]([C:7]4[CH:12]=[CH:11][CH:10]=[CH:9][CH:8]=4)=[N:5][O:6][C:2]=3[CH3:1])=[N:15][N:16]=2)[CH2:22][CH2:21][CH2:20][CH2:19][CH2:18]1, predict the reactants needed to synthesize it.